Dataset: Reaction yield outcomes from USPTO patents with 853,638 reactions. Task: Predict the reaction yield, written as a fraction of the theoretical maximum amount of product (1.0 means a 100% yield; for example, 0.34 means a 34% yield). (1) No catalyst specified. The yield is 1.00. The product is [CH:1]([C:4]1[CH:5]=[C:6]2[C:8]([CH:12]=[CH:13][CH:15]=[N:7]2)=[CH:9][CH:10]=1)([CH3:3])[CH3:2]. The reactants are [CH:1]([C:4]1[CH:5]=[C:6]([CH:8]=[CH:9][CH:10]=1)[NH2:7])([CH3:3])[CH3:2].O[CH2:12][CH:13]([CH2:15]O)O.[Na+].[N+](C1C=C(S([O-])(=O)=O)C=CC=1)([O-])=O. (2) The reactants are [CH3:1][C:2]1[C:16](=[O:17])[N:15]=[C:14]2[N:4]([C@@H:5]3[O:9][C@H:8]([CH2:10][OH:11])[C@@H:7]([OH:12])[C@@H:6]3[O:13]2)[CH:3]=1.[CH3:18][O:19][CH2:20][CH2:21][O:22]B([O:22][CH2:21][CH2:20][O:19][CH3:18])[O:22][CH2:21][CH2:20][O:19][CH3:18]. The catalyst is COCCO. The product is [CH3:18][O:19][CH2:20][CH2:21][O:22][C@@H:6]1[C@H:7]([OH:12])[C@@H:8]([CH2:10][OH:11])[O:9][C@H:5]1[N:4]1[CH:3]=[C:2]([CH3:1])[C:16](=[O:17])[NH:15][C:14]1=[O:13]. The yield is 0.630. (3) The yield is 0.620. The reactants are [C:1]([Si:5]([CH3:41])([CH3:40])[O:6][CH:7]([CH:19]([NH:27][C:28]([C:30]1[CH:39]=[N:38][C:37]2[C:32](=[CH:33][CH:34]=[CH:35][CH:36]=2)[N:31]=1)=[O:29])[CH2:20][C:21]1[CH:26]=[CH:25][CH:24]=[CH:23][CH:22]=1)[CH2:8][CH:9]([CH2:13][CH2:14][C:15]([F:18])([CH3:17])[CH3:16])[C:10](O)=[O:11])([CH3:4])([CH3:3])[CH3:2].[CH2:42]([CH2:44][NH2:45])[OH:43].ON1C2C=CC=CC=2N=N1.Cl.CN(C)CCCN=C=NCC.C(N(CC)CC)C. The catalyst is C(Cl)Cl.C(OCC)(=O)C. The product is [CH2:20]([CH:19]([NH:27][C:28]([C:30]1[CH:39]=[N:38][C:37]2[C:32](=[CH:33][CH:34]=[CH:35][CH:36]=2)[N:31]=1)=[O:29])[CH:7]([O:6][Si:5]([C:1]([CH3:4])([CH3:3])[CH3:2])([CH3:41])[CH3:40])[CH2:8][CH:9]([C:10](=[O:11])[NH:45][CH2:44][CH2:42][OH:43])[CH2:13][CH2:14][C:15]([F:18])([CH3:17])[CH3:16])[C:21]1[CH:26]=[CH:25][CH:24]=[CH:23][CH:22]=1.